This data is from Forward reaction prediction with 1.9M reactions from USPTO patents (1976-2016). The task is: Predict the product of the given reaction. (1) Given the reactants [C:1]([O:12][CH2:13][CH2:14][CH2:15][CH2:16][CH2:17][CH2:18][CH2:19][CH2:20][OH:21])(=[O:11])[CH2:2][CH2:3][CH2:4][CH2:5][CH2:6][CH2:7][CH2:8][CH2:9][CH3:10].C(N(CC)CC)C.[CH3:29][S:30](Cl)(=[O:32])=[O:31], predict the reaction product. The product is: [C:1]([O:12][CH2:13][CH2:14][CH2:15][CH2:16][CH2:17][CH2:18][CH2:19][CH2:20][O:21][S:30]([CH3:29])(=[O:32])=[O:31])(=[O:11])[CH2:2][CH2:3][CH2:4][CH2:5][CH2:6][CH2:7][CH2:8][CH2:9][CH3:10]. (2) Given the reactants [CH3:1][N:2]1[C:7](=[O:8])[CH2:6][C:5]2[CH:9]=[C:10]3[C:15](=[CH:16][C:4]=2[S:3]1(=[O:18])=[O:17])[CH:14]=[CH:13][CH:12]=[CH:11]3.C(N(CC)CC)C.[C:26]1([N:32]=[C:33]=[O:34])[CH:31]=[CH:30][CH:29]=[CH:28][CH:27]=1, predict the reaction product. The product is: [CH3:1][N:2]1[C:7](=[O:8])[CH:6]([C:33]([NH:32][C:26]2[CH:31]=[CH:30][CH:29]=[CH:28][CH:27]=2)=[O:34])[C:5]2[CH:9]=[C:10]3[C:15](=[CH:16][C:4]=2[S:3]1(=[O:17])=[O:18])[CH:14]=[CH:13][CH:12]=[CH:11]3. (3) Given the reactants C([O-])(C)(C)C.[K+].[C:7]([C:9]1[CH:10]=[C:11]2[C:15](=[CH:16][CH:17]=1)[NH:14][C:13](=[O:18])[C:12]2([C:20]1[CH:25]=[CH:24][CH:23]=[CH:22][C:21]=1[O:26][CH2:27][CH3:28])[OH:19])#[N:8].[N:29]1[C:38]2[C:33](=[CH:34][CH:35]=[CH:36][C:37]=2[S:39](Cl)(=[O:41])=[O:40])[CH:32]=[CH:31][CH:30]=1.C([O-])([O-])=O.[K+].[K+], predict the reaction product. The product is: [CH2:27]([O:26][C:21]1[CH:22]=[CH:23][CH:24]=[CH:25][C:20]=1[C:12]1([OH:19])[C:11]2[C:15](=[CH:16][CH:17]=[C:9]([C:7]#[N:8])[CH:10]=2)[N:14]([S:39]([C:37]2[CH:36]=[CH:35][CH:34]=[C:33]3[C:38]=2[N:29]=[CH:30][CH:31]=[CH:32]3)(=[O:40])=[O:41])[C:13]1=[O:18])[CH3:28]. (4) Given the reactants [Si:1]([O:8][CH2:9][C:10]1([CH2:13][OH:14])[CH2:12][CH2:11]1)([C:4]([CH3:7])([CH3:6])[CH3:5])([CH3:3])[CH3:2].C(N(CC)CC)C.[CH3:22][S:23](Cl)(=[O:25])=[O:24], predict the reaction product. The product is: [CH3:22][S:23]([O:14][CH2:13][C:10]1([CH2:9][O:8][Si:1]([C:4]([CH3:7])([CH3:6])[CH3:5])([CH3:3])[CH3:2])[CH2:11][CH2:12]1)(=[O:25])=[O:24].